Dataset: Catalyst prediction with 721,799 reactions and 888 catalyst types from USPTO. Task: Predict which catalyst facilitates the given reaction. Reactant: [Si]([O:8][CH:9]1[CH2:14][CH2:13][CH:12]([N:15]2[C:20](=[O:21])[C:19]([CH2:22][C:23]3[CH:24]=[CH:25][C:26]([C:29]4[CH:36]=[CH:35][CH:34]=[CH:33][C:30]=4[C:31]#[N:32])=[N:27][CH:28]=3)=[C:18]([CH2:37][CH2:38][CH3:39])[N:17]3[N:40]=[CH:41][N:42]=[C:16]23)[CH2:11][CH2:10]1)(C(C)(C)C)(C)C.[F-].C([N+](CCCC)(CCCC)CCCC)CCC.O1CCCC1.[C:66]([O:69][CH2:70][CH3:71])(=[O:68])[CH3:67]. Product: [C:31]([C:30]1[CH:33]=[CH:34][CH:35]=[CH:36][C:29]=1[C:26]1[N:27]=[CH:28][C:23]([CH2:22][C:19]2[C:20](=[O:21])[N:15]([C@H:12]3[CH2:13][CH2:14][C@H:9]([O:8][CH2:67][C:66]([O:69][CH2:70][CH3:71])=[O:68])[CH2:10][CH2:11]3)[C:16]3[N:17]([N:40]=[CH:41][N:42]=3)[C:18]=2[CH2:37][CH2:38][CH3:39])=[CH:24][CH:25]=1)#[N:32]. The catalyst class is: 6.